Predict the reactants needed to synthesize the given product. From a dataset of Full USPTO retrosynthesis dataset with 1.9M reactions from patents (1976-2016). (1) The reactants are: C([O:4][CH2:5][C:6]1[C:7]([N:32]2[N:41]=[CH:40][C:39]3[C:34](=[C:35]([F:46])[CH:36]=[C:37]([C:42]([CH3:45])([CH3:44])[CH3:43])[CH:38]=3)[C:33]2=[O:47])=[N:8][CH:9]=[CH:10][C:11]=1[C:12]1[CH:17]=[C:16]([NH:18][C:19]2[CH:29]=[C:22]3[CH2:23][N:24]([CH3:28])[C:25](=[O:27])[CH2:26][N:21]3[N:20]=2)[C:15](=[O:30])[N:14]([CH3:31])[CH:13]=1)(=O)C.[OH-].[Li+]. Given the product [C:42]([C:37]1[CH:38]=[C:39]2[C:34](=[C:35]([F:46])[CH:36]=1)[C:33](=[O:47])[N:32]([C:7]1[C:6]([CH2:5][OH:4])=[C:11]([C:12]3[CH:17]=[C:16]([NH:18][C:19]4[CH:29]=[C:22]5[CH2:23][N:24]([CH3:28])[C:25](=[O:27])[CH2:26][N:21]5[N:20]=4)[C:15](=[O:30])[N:14]([CH3:31])[CH:13]=3)[CH:10]=[CH:9][N:8]=1)[N:41]=[CH:40]2)([CH3:45])([CH3:43])[CH3:44], predict the reactants needed to synthesize it. (2) Given the product [Br:12][C:8]1[C:3]([C:2]([F:1])([F:10])[F:11])=[N:4][C:5]([NH2:9])=[N:6][CH:7]=1, predict the reactants needed to synthesize it. The reactants are: [F:1][C:2]([F:11])([F:10])[C:3]1[CH:8]=[CH:7][N:6]=[C:5]([NH2:9])[N:4]=1.[Br:12]N1C(=O)CCC1=O.C(Cl)Cl.[OH-].[Na+]. (3) The reactants are: BrC1C2N(C(=O)N(CC3C=NC(C(F)(F)F)=CC=3)N=2)C=CC=1Cl.[Cl:24][C:25]1[CH:30]=[CH:29][C:28](B(O)O)=[CH:27][CH:26]=1.Cl[C:35]1[CH:40]=[CH:39][N:38]2[C:41](=[O:55])[N:42]([CH2:44][C:45]3[CH:46]=[N:47][C:48]([C:51]([F:54])([F:53])[F:52])=[CH:49][CH:50]=3)[N:43]=[C:37]2[C:36]=1[C:56]1[CH:61]=[CH:60][C:59]([Cl:62])=[CH:58][CH:57]=1. Given the product [Cl:24][C:25]1[CH:30]=[CH:29][C:28]([C:35]2[CH:40]=[CH:39][N:38]3[C:41](=[O:55])[N:42]([CH2:44][C:45]4[CH:46]=[N:47][C:48]([C:51]([F:52])([F:54])[F:53])=[CH:49][CH:50]=4)[N:43]=[C:37]3[C:36]=2[C:56]2[CH:57]=[CH:58][C:59]([Cl:62])=[CH:60][CH:61]=2)=[CH:27][CH:26]=1, predict the reactants needed to synthesize it. (4) Given the product [CH3:9][C:7]1[NH:6][C:5]2[S:1][CH:2]=[CH:3][C:4]=2[CH:8]=1, predict the reactants needed to synthesize it. The reactants are: [S:1]1[C:5]2[NH:6][C:7]([C:9](OC)=O)=[CH:8][C:4]=2[CH:3]=[CH:2]1.[H-].[H-].[H-].[H-].[Li+].[Al+3]. (5) The reactants are: [CH2:1]([O:3][C:4]1[CH:5]=[C:6]([CH2:14][CH2:15][C:16]([OH:18])=O)[CH:7]=[CH:8][C:9]=1[O:10][CH2:11][C:12]#[CH:13])[CH3:2].S(Cl)([Cl:21])=O.C1(C)C=CC=CC=1. Given the product [CH2:1]([O:3][C:4]1[CH:5]=[C:6]([CH2:14][CH2:15][C:16]([Cl:21])=[O:18])[CH:7]=[CH:8][C:9]=1[O:10][CH2:11][C:12]#[CH:13])[CH3:2], predict the reactants needed to synthesize it. (6) Given the product [Br:10][C:7]1[N:8]=[CH:9][C:4]([C:1](=[O:3])/[CH:2]=[CH:17]/[C:16]2[CH:19]=[CH:20][C:13]([N:12]([CH3:21])[CH3:11])=[CH:14][CH:15]=2)=[CH:5][CH:6]=1, predict the reactants needed to synthesize it. The reactants are: [C:1]([C:4]1[CH:5]=[CH:6][C:7]([Br:10])=[N:8][CH:9]=1)(=[O:3])[CH3:2].[CH3:11][N:12]([CH3:21])[C:13]1[CH:20]=[CH:19][C:16]([CH:17]=O)=[CH:15][CH:14]=1.[OH-].[K+]. (7) Given the product [OH:26][C:25]1[N:6]([CH:7]2[CH2:12][CH2:11][C:10](=[O:13])[NH:9][C:8]2=[O:14])[C:4](=[O:5])[C:3]2[C:2](=[CH:18][CH:17]=[CH:16][C:15]=2[CH3:19])[N:1]=1, predict the reactants needed to synthesize it. The reactants are: [NH2:1][C:2]1[CH:18]=[CH:17][CH:16]=[C:15]([CH3:19])[C:3]=1[C:4]([NH:6][CH:7]1[CH2:12][CH2:11][C:10](=[O:13])[NH:9][C:8]1=[O:14])=[O:5].C1N=CN([C:25](N2C=NC=C2)=[O:26])C=1.